From a dataset of Full USPTO retrosynthesis dataset with 1.9M reactions from patents (1976-2016). Predict the reactants needed to synthesize the given product. Given the product [Br:3][C:4]1[C:9]([OH:10])=[CH:8][CH:7]=[C:6]([I:1])[N:5]=1, predict the reactants needed to synthesize it. The reactants are: [I:1]I.[Br:3][C:4]1[C:9]([OH:10])=[CH:8][CH:7]=[CH:6][N:5]=1.C([O-])([O-])=O.[K+].[K+].Cl.